From a dataset of Full USPTO retrosynthesis dataset with 1.9M reactions from patents (1976-2016). Predict the reactants needed to synthesize the given product. (1) Given the product [ClH:21].[CH3:18][C:8]1[C:9]2[CH2:16][N:15]([CH3:17])[CH2:14][CH2:13][C:10]=2[C:11]2[NH:12][C:3](=[O:2])[C:4](=[O:19])[NH:5][C:6]=2[CH:7]=1, predict the reactants needed to synthesize it. The reactants are: C[O:2][C:3]1[C:4]([O:19]C)=[N:5][C:6]2[CH:7]=[C:8]([CH3:18])[C:9]3[CH2:16][N:15]([CH3:17])[CH2:14][CH2:13][C:10]=3[C:11]=2[N:12]=1.[ClH:21].C. (2) Given the product [Br:22][C:23]1[C:24]([CH2:31][O:32][C:33]2[CH:38]=[CH:37][C:36]([Cl:39])=[C:35]([Cl:40])[CH:34]=2)=[CH:25][C:26]2[N:27]([CH:1]=[N:30][N:29]=2)[CH:28]=1, predict the reactants needed to synthesize it. The reactants are: [C:1]12(COC3C(Br)=CN=C(NN)C=3)CC3CC(CC(C3)C1)C2.[Br:22][C:23]1[C:24]([CH2:31][O:32][C:33]2[CH:38]=[CH:37][C:36]([Cl:39])=[C:35]([Cl:40])[CH:34]=2)=[CH:25][C:26]([NH:29][NH2:30])=[N:27][CH:28]=1.